From a dataset of NCI-60 drug combinations with 297,098 pairs across 59 cell lines. Regression. Given two drug SMILES strings and cell line genomic features, predict the synergy score measuring deviation from expected non-interaction effect. (1) Drug 1: CN1C(=O)N2C=NC(=C2N=N1)C(=O)N. Drug 2: C1=NNC2=C1C(=O)NC=N2. Cell line: SF-295. Synergy scores: CSS=-1.99, Synergy_ZIP=0.921, Synergy_Bliss=-1.33, Synergy_Loewe=-2.38, Synergy_HSA=-2.55. (2) Drug 1: CC1CCC2CC(C(=CC=CC=CC(CC(C(=O)C(C(C(=CC(C(=O)CC(OC(=O)C3CCCCN3C(=O)C(=O)C1(O2)O)C(C)CC4CCC(C(C4)OC)O)C)C)O)OC)C)C)C)OC. Drug 2: CCN(CC)CCCC(C)NC1=C2C=C(C=CC2=NC3=C1C=CC(=C3)Cl)OC. Cell line: HOP-62. Synergy scores: CSS=26.4, Synergy_ZIP=-11.6, Synergy_Bliss=-6.65, Synergy_Loewe=-4.14, Synergy_HSA=-3.97. (3) Drug 1: CC(C)CN1C=NC2=C1C3=CC=CC=C3N=C2N. Drug 2: CC1CCCC2(C(O2)CC(NC(=O)CC(C(C(=O)C(C1O)C)(C)C)O)C(=CC3=CSC(=N3)C)C)C. Cell line: OVCAR-5. Synergy scores: CSS=53.5, Synergy_ZIP=3.21, Synergy_Bliss=2.11, Synergy_Loewe=-12.7, Synergy_HSA=1.90. (4) Synergy scores: CSS=16.9, Synergy_ZIP=3.41, Synergy_Bliss=5.01, Synergy_Loewe=-23.2, Synergy_HSA=-0.528. Drug 1: CC1=C(N=C(N=C1N)C(CC(=O)N)NCC(C(=O)N)N)C(=O)NC(C(C2=CN=CN2)OC3C(C(C(C(O3)CO)O)O)OC4C(C(C(C(O4)CO)O)OC(=O)N)O)C(=O)NC(C)C(C(C)C(=O)NC(C(C)O)C(=O)NCCC5=NC(=CS5)C6=NC(=CS6)C(=O)NCCC[S+](C)C)O. Drug 2: CN(CC1=CN=C2C(=N1)C(=NC(=N2)N)N)C3=CC=C(C=C3)C(=O)NC(CCC(=O)O)C(=O)O. Cell line: RPMI-8226. (5) Drug 1: C1C(C(OC1N2C=NC3=C(N=C(N=C32)Cl)N)CO)O. Drug 2: C1=NC(=NC(=O)N1C2C(C(C(O2)CO)O)O)N. Cell line: UACC-257. Synergy scores: CSS=26.8, Synergy_ZIP=-4.92, Synergy_Bliss=1.84, Synergy_Loewe=-1.87, Synergy_HSA=1.68. (6) Drug 1: CC(C)(C#N)C1=CC(=CC(=C1)CN2C=NC=N2)C(C)(C)C#N. Drug 2: C1=NNC2=C1C(=O)NC=N2. Cell line: HCT-15. Synergy scores: CSS=0.404, Synergy_ZIP=1.93, Synergy_Bliss=0.841, Synergy_Loewe=0.182, Synergy_HSA=-2.19.